From a dataset of Peptide-MHC class II binding affinity with 134,281 pairs from IEDB. Regression. Given a peptide amino acid sequence and an MHC pseudo amino acid sequence, predict their binding affinity value. This is MHC class II binding data. (1) The peptide sequence is GATVAVDCRPFNGGE. The MHC is HLA-DQA10104-DQB10503 with pseudo-sequence HLA-DQA10104-DQB10503. The binding affinity (normalized) is 0. (2) The peptide sequence is AAGVAAWSLIALMIP. The MHC is DRB1_1201 with pseudo-sequence DRB1_1201. The binding affinity (normalized) is 0.410. (3) The peptide sequence is LLDILDTAGLEEYSAMRD. The MHC is DRB1_0404 with pseudo-sequence DRB1_0404. The binding affinity (normalized) is 0.447. (4) The peptide sequence is FPKEVWEQIFSTWLL. The MHC is HLA-DQA10301-DQB10302 with pseudo-sequence HLA-DQA10301-DQB10302. The binding affinity (normalized) is 0.198. (5) The binding affinity (normalized) is 0. The MHC is DRB5_0101 with pseudo-sequence DRB5_0101. The peptide sequence is SCTMPPVSFHGSDGC. (6) The peptide sequence is FEVDQTKIQYVIRAQ. The MHC is HLA-DQA10103-DQB10603 with pseudo-sequence HLA-DQA10103-DQB10603. The binding affinity (normalized) is 0.